Regression. Given two drug SMILES strings and cell line genomic features, predict the synergy score measuring deviation from expected non-interaction effect. From a dataset of Merck oncology drug combination screen with 23,052 pairs across 39 cell lines. (1) Drug 1: CCC1=CC2CN(C1)Cc1c([nH]c3ccccc13)C(C(=O)OC)(c1cc3c(cc1OC)N(C)C1C(O)(C(=O)OC)C(OC(C)=O)C4(CC)C=CCN5CCC31C54)C2. Drug 2: COC1=C2CC(C)CC(OC)C(O)C(C)C=C(C)C(OC(N)=O)C(OC)C=CC=C(C)C(=O)NC(=CC1=O)C2=O. Cell line: SW837. Synergy scores: synergy=-17.6. (2) Drug 1: O=S1(=O)NC2(CN1CC(F)(F)F)C1CCC2Cc2cc(C=CCN3CCC(C(F)(F)F)CC3)ccc2C1. Drug 2: COc1cc(C2c3cc4c(cc3C(OC3OC5COC(C)OC5C(O)C3O)C3COC(=O)C23)OCO4)cc(OC)c1O. Cell line: LNCAP. Synergy scores: synergy=19.3. (3) Drug 1: Cn1nnc2c(C(N)=O)ncn2c1=O. Drug 2: Cn1cc(-c2cnn3c(N)c(Br)c(C4CCCNC4)nc23)cn1. Cell line: LOVO. Synergy scores: synergy=11.6. (4) Drug 1: COc1cccc2c1C(=O)c1c(O)c3c(c(O)c1C2=O)CC(O)(C(=O)CO)CC3OC1CC(N)C(O)C(C)O1. Drug 2: COC1CC2CCC(C)C(O)(O2)C(=O)C(=O)N2CCCCC2C(=O)OC(C(C)CC2CCC(OP(C)(C)=O)C(OC)C2)CC(=O)C(C)C=C(C)C(O)C(OC)C(=O)C(C)CC(C)C=CC=CC=C1C. Cell line: COLO320DM. Synergy scores: synergy=16.9. (5) Drug 1: CCC1(O)CC2CN(CCc3c([nH]c4ccccc34)C(C(=O)OC)(c3cc4c(cc3OC)N(C)C3C(O)(C(=O)OC)C(OC(C)=O)C5(CC)C=CCN6CCC43C65)C2)C1. Drug 2: N#Cc1ccc(Cn2cncc2CN2CCN(c3cccc(Cl)c3)C(=O)C2)cc1. Cell line: NCIH23. Synergy scores: synergy=22.6. (6) Drug 1: O=c1[nH]cc(F)c(=O)[nH]1. Drug 2: CC(C)CC(NC(=O)C(Cc1ccccc1)NC(=O)c1cnccn1)B(O)O. Cell line: NCIH520. Synergy scores: synergy=-24.1. (7) Drug 1: N#Cc1ccc(Cn2cncc2CN2CCN(c3cccc(Cl)c3)C(=O)C2)cc1. Drug 2: Cn1c(=O)n(-c2ccc(C(C)(C)C#N)cc2)c2c3cc(-c4cnc5ccccc5c4)ccc3ncc21. Cell line: SW620. Synergy scores: synergy=29.8. (8) Drug 1: Nc1ccn(C2OC(CO)C(O)C2(F)F)c(=O)n1. Drug 2: NC(=O)c1cccc2cn(-c3ccc(C4CCCNC4)cc3)nc12. Cell line: NCIH460. Synergy scores: synergy=8.69. (9) Drug 1: O=C(CCCCCCC(=O)Nc1ccccc1)NO. Drug 2: Cc1nc(Nc2ncc(C(=O)Nc3c(C)cccc3Cl)s2)cc(N2CCN(CCO)CC2)n1. Cell line: MDAMB436. Synergy scores: synergy=6.95. (10) Drug 1: COc1cc(C2c3cc4c(cc3C(OC3OC5COC(C)OC5C(O)C3O)C3COC(=O)C23)OCO4)cc(OC)c1O. Drug 2: C=CCn1c(=O)c2cnc(Nc3ccc(N4CCN(C)CC4)cc3)nc2n1-c1cccc(C(C)(C)O)n1. Cell line: NCIH1650. Synergy scores: synergy=35.0.